From a dataset of Full USPTO retrosynthesis dataset with 1.9M reactions from patents (1976-2016). Predict the reactants needed to synthesize the given product. (1) The reactants are: [CH3:1][C:2]([OH:13])([CH2:5][CH2:6][CH2:7][CH:8]([CH3:12])[CH2:9][CH2:10][CH3:11])[C:3]#[CH:4].C1(C)C=CC(S(O)(=O)=O)=CC=1.[C:25](OC(=O)C)(=[O:27])[CH3:26]. Given the product [C:25]([O:13][C:2]([CH3:1])([CH2:5][CH2:6][CH2:7][CH:8]([CH3:12])[CH2:9][CH2:10][CH3:11])[C:3]#[CH:4])(=[O:27])[CH3:26], predict the reactants needed to synthesize it. (2) Given the product [OH:19][C:15]1[C:16]([CH3:18])=[CH:17][C:12]([C:7]2[NH:6][C:5](=[O:21])[C:4]3[C:9](=[CH:10][CH:11]=[C:2]([CH:22]=[CH2:23])[CH:3]=3)[N:8]=2)=[CH:13][C:14]=1[CH3:20], predict the reactants needed to synthesize it. The reactants are: Br[C:2]1[CH:3]=[C:4]2[C:9](=[CH:10][CH:11]=1)[N:8]=[C:7]([C:12]1[CH:17]=[C:16]([CH3:18])[C:15]([OH:19])=[C:14]([CH3:20])[CH:13]=1)[NH:6][C:5]2=[O:21].[CH:22]([Sn](CCCC)(CCCC)CCCC)=[CH2:23].[Li+].[Cl-]. (3) Given the product [Si:26]([O:25][CH:22]1[CH2:23][CH2:24][C:11]2[N:20]([C:14]3[N:15]=[CH:16][N:17]=[C:18]([NH2:19])[C:13]=3[C:12]=2[C:33]2[CH:34]=[N:35][C:36]3[C:41]([CH:42]=2)=[CH:40][CH:39]=[CH:38][CH:37]=3)[CH2:21]1)([C:29]([CH3:32])([CH3:30])[CH3:31])([CH3:27])[CH3:28], predict the reactants needed to synthesize it. The reactants are: C12BC(CCC1)CCC2.Br[C:11]1[N:20]([CH2:21][CH:22]([O:25][Si:26]([C:29]([CH3:32])([CH3:31])[CH3:30])([CH3:28])[CH3:27])[CH:23]=[CH2:24])[C:14]2[N:15]=[CH:16][N:17]=[C:18]([NH2:19])[C:13]=2[C:12]=1[C:33]1[CH:34]=[N:35][C:36]2[C:41]([CH:42]=1)=[CH:40][CH:39]=[CH:38][CH:37]=2.[OH-].[Na+].ClCCl. (4) Given the product [NH2:17][C:13]1[CH:12]=[C:11]2[C:16](=[CH:15][CH:14]=1)[N:8]([CH2:1][C:2]1[CH:3]=[CH:4][CH:5]=[CH:6][CH:7]=1)[CH:9]=[CH:10]2, predict the reactants needed to synthesize it. The reactants are: [CH2:1]([N:8]1[C:16]2[C:11](=[CH:12][C:13]([N+:17]([O-])=O)=[CH:14][CH:15]=2)[CH:10]=[CH:9]1)[C:2]1[CH:7]=[CH:6][CH:5]=[CH:4][CH:3]=1.[H][H].